Dataset: Retrosynthesis with 50K atom-mapped reactions and 10 reaction types from USPTO. Task: Predict the reactants needed to synthesize the given product. Given the product CC(O)c1cc(/C=C/C(=O)NC2CCc3ccccc32)ccc1-n1ccnc1, predict the reactants needed to synthesize it. The reactants are: C[Mg+].O=Cc1cc(/C=C/C(=O)NC2CCc3ccccc32)ccc1-n1ccnc1.